This data is from Reaction yield outcomes from USPTO patents with 853,638 reactions. The task is: Predict the reaction yield, written as a fraction of the theoretical maximum amount of product (1.0 means a 100% yield; for example, 0.34 means a 34% yield). The reactants are [OH:1]O.[C:3]([NH:7][C:8]([C:10]1[CH:15]=[CH:14][C:13]([Cl:16])=[CH:12][N:11]=1)=[O:9])([CH3:6])([CH3:5])[CH3:4].[OH-].[Na+]. The catalyst is FC(F)(F)C(O)=O. The product is [C:3]([NH:7][C:8]([C:10]1[CH:15]=[CH:14][C:13]([Cl:16])=[CH:12][N+:11]=1[O-:1])=[O:9])([CH3:6])([CH3:4])[CH3:5]. The yield is 0.650.